The task is: Predict the reactants needed to synthesize the given product.. This data is from Full USPTO retrosynthesis dataset with 1.9M reactions from patents (1976-2016). The reactants are: C(N(CC)C(C)C)(C)C.[CH2:10](Br)[C:11]1[CH:16]=[CH:15][CH:14]=[CH:13][CH:12]=1.CN(C=O)C.[N+:23]([C:26]1[CH:27]=[CH:28][C:29]2[O:34][CH2:33][CH2:32][NH:31][C:30]=2[CH:35]=1)([O-:25])=[O:24]. Given the product [CH2:10]([N:31]1[C:30]2[CH:35]=[C:26]([N+:23]([O-:25])=[O:24])[CH:27]=[CH:28][C:29]=2[O:34][CH2:33][CH2:32]1)[C:11]1[CH:16]=[CH:15][CH:14]=[CH:13][CH:12]=1, predict the reactants needed to synthesize it.